This data is from Catalyst prediction with 721,799 reactions and 888 catalyst types from USPTO. The task is: Predict which catalyst facilitates the given reaction. (1) Reactant: Cl[C:2]1[C:7]([C:8]#[N:9])=[C:6]([NH:10][CH:11]2[CH2:13][CH2:12]2)[N:5]=[C:4]([NH:14][CH2:15][CH2:16][OH:17])[N:3]=1.Cl.[F:19][C:20]1[CH:25]=[CH:24][C:23]([C:26]2[CH2:27][CH2:28][NH:29][CH2:30][CH:31]=2)=[CH:22][CH:21]=1.C(N(C(C)C)C(C)C)C. Product: [CH:11]1([NH:10][C:6]2[C:7]([C:8]#[N:9])=[C:2]([N:29]3[CH2:28][CH:27]=[C:26]([C:23]4[CH:24]=[CH:25][C:20]([F:19])=[CH:21][CH:22]=4)[CH2:31][CH2:30]3)[N:3]=[C:4]([NH:14][CH2:15][CH2:16][OH:17])[N:5]=2)[CH2:13][CH2:12]1. The catalyst class is: 12. (2) Reactant: [N].N1C2[C:5](=CC=CC=2)[CH:4]=[CH:3]1.[Br:11][C:12]1[CH:13]=[C:14]([C:21]([O:23][CH3:24])=[O:22])[C:15]2[CH:16]=[CH:17][NH:18][C:19]=2[CH:20]=1.[Cl-].C(C[P+](C)(C)C)#N.CC(O)C.[H-].[Na+]. Product: [Br:11][C:12]1[CH:13]=[C:14]([C:21]([O:23][CH3:24])=[O:22])[C:15]2[CH:16]=[CH:17][N:18]([CH:4]([CH3:5])[CH3:3])[C:19]=2[CH:20]=1. The catalyst class is: 1. (3) Reactant: [Cl:1][C:2]1[C:9]([F:10])=[CH:8][CH:7]=[C:6]([O:11][CH3:12])[C:3]=1[CH:4]=[O:5].[Br:13][C:14]1[CH:15]=[C:16]2[C:20](=[N:21][CH:22]=1)[NH:19][CH:18]=[CH:17]2.[OH-].[K+]. Product: [Br:13][C:14]1[CH:15]=[C:16]2[C:17]([CH:4]([C:3]3[C:6]([O:11][CH3:12])=[CH:7][CH:8]=[C:9]([F:10])[C:2]=3[Cl:1])[OH:5])=[CH:18][NH:19][C:20]2=[N:21][CH:22]=1. The catalyst class is: 5. (4) Reactant: Cl[C:2]([F:8])([F:7])C(OC)=O.O[C:10]1(OC)[CH:17]=[CH:16][C:13]([CH:14]=[O:15])=[CH:12][CH:11]1[O:18][CH3:19].[C:22](=O)([O-])[O-:23].[K+].[K+].[OH2:28]. Product: [F:7][CH:2]([F:8])[O:28][C:10]1[C:11]([O:18][CH3:19])=[CH:12][C:13]([CH:14]=[O:15])=[CH:16][C:17]=1[O:23][CH3:22]. The catalyst class is: 3.